This data is from Catalyst prediction with 721,799 reactions and 888 catalyst types from USPTO. The task is: Predict which catalyst facilitates the given reaction. (1) Reactant: N1C(Cl)=NC(Cl)=NC=1Cl.C(N(CC)CC)C.[F:17][CH:18]([F:35])[O:19][C:20]1[CH:21]=[CH:22][C:23]([C:32]([OH:34])=O)=[C:24]2[C:28]=1[O:27][C:26]([CH2:29][O:30][CH3:31])=[CH:25]2.[CH3:36][C:37]1[C:41]([NH2:42])=[C:40]([CH3:43])[O:39][N:38]=1. Product: [CH3:36][C:37]1[C:41]([NH:42][C:32]([C:23]2[CH:22]=[CH:21][C:20]([O:19][CH:18]([F:17])[F:35])=[C:28]3[O:27][C:26]([CH2:29][O:30][CH3:31])=[CH:25][C:24]=23)=[O:34])=[C:40]([CH3:43])[O:39][N:38]=1. The catalyst class is: 4. (2) Reactant: [C:1]([O:5][C:6]([N:8]1[C:17]2[C:12](=[CH:13][CH:14]=[C:15]([CH2:18][O:19]C(=O)C)[N:16]=2)[CH2:11][CH2:10][CH:9]1[CH3:23])=[O:7])([CH3:4])([CH3:3])[CH3:2].[OH-].[Na+]. Product: [C:1]([O:5][C:6]([N:8]1[C:17]2[C:12](=[CH:13][CH:14]=[C:15]([CH2:18][OH:19])[N:16]=2)[CH2:11][CH2:10][CH:9]1[CH3:23])=[O:7])([CH3:4])([CH3:2])[CH3:3]. The catalyst class is: 5. (3) Reactant: Br[C:2]1[C:8]([C:9]([F:12])([F:11])[F:10])=[CH:7][C:5]([NH2:6])=[CH:4][C:3]=1[Cl:13].[CH3:14][S:15]([NH:18][C:19]1[CH:20]=[C:21](B(O)O)[CH:22]=[CH:23][CH:24]=1)(=[O:17])=[O:16].C(=O)([O-])[O-].[Na+].[Na+].O. Product: [NH2:6][C:5]1[CH:7]=[C:8]([C:9]([F:12])([F:11])[F:10])[C:2]([C:23]2[CH:22]=[CH:21][CH:20]=[C:19]([NH:18][S:15]([CH3:14])(=[O:16])=[O:17])[CH:24]=2)=[C:3]([Cl:13])[CH:4]=1. The catalyst class is: 73. (4) Reactant: [C:1]([C:5]1[CH:6]=[C:7]2[C:12](=[C:13]([F:15])[CH:14]=1)[C:11](=[O:16])[N:10]([C:17]1[C:18]([CH2:40][OH:41])=[C:19]([N:23]3[C:27]4=[N:28][C:29]([N:32]5[CH2:37][CH2:36][O:35][CH2:34][CH2:33]5)=[CH:30][CH:31]=[C:26]4[C:25]([C:38]#[N:39])=[CH:24]3)[CH:20]=[CH:21][CH:22]=1)[N:9]=[CH:8]2)([CH3:4])([CH3:3])[CH3:2].C([OH:44])C. Product: [C:1]([C:5]1[CH:6]=[C:7]2[C:12](=[C:13]([F:15])[CH:14]=1)[C:11](=[O:16])[N:10]([C:17]1[C:18]([CH2:40][OH:41])=[C:19]([N:23]3[C:27]4=[N:28][C:29]([N:32]5[CH2:33][CH2:34][O:35][CH2:36][CH2:37]5)=[CH:30][CH:31]=[C:26]4[C:25]([C:38]([NH2:39])=[O:44])=[CH:24]3)[CH:20]=[CH:21][CH:22]=1)[N:9]=[CH:8]2)([CH3:4])([CH3:2])[CH3:3]. The catalyst class is: 6. (5) Reactant: [Cl:1][C:2]1[CH:8]=[C:7]([CH3:9])[CH:6]=[C:5]([CH3:10])[C:3]=1[NH2:4].[Cl:11][CH2:12][C:13](O[C:13](=[O:14])[CH2:12][Cl:11])=[O:14]. Product: [Cl:11][CH2:12][C:13]([NH:4][C:3]1[C:5]([CH3:10])=[CH:6][C:7]([CH3:9])=[CH:8][C:2]=1[Cl:1])=[O:14]. The catalyst class is: 68. (6) Reactant: [Cl:1][C:2]1[CH:7]=[CH:6][C:5]([NH:8][S:9]([C:12]2[CH:17]=[CH:16][C:15]([N:18]3[CH2:23][CH2:22][NH:21][CH2:20][CH2:19]3)=[CH:14][CH:13]=2)(=[O:11])=[O:10])=[C:4]([C:24]([C:26]2[CH:31]=[CH:30][N:29]=[CH:28][CH:27]=2)=[O:25])[CH:3]=1.C(N(CC)CC)C.[C:39](OC(=O)C)(=[O:41])[CH3:40].C(=O)(O)[O-].[Na+]. Product: [C:39]([N:21]1[CH2:22][CH2:23][N:18]([C:15]2[CH:14]=[CH:13][C:12]([S:9]([NH:8][C:5]3[CH:6]=[CH:7][C:2]([Cl:1])=[CH:3][C:4]=3[C:24]([C:26]3[CH:27]=[CH:28][N:29]=[CH:30][CH:31]=3)=[O:25])(=[O:10])=[O:11])=[CH:17][CH:16]=2)[CH2:19][CH2:20]1)(=[O:41])[CH3:40]. The catalyst class is: 4.